This data is from Catalyst prediction with 721,799 reactions and 888 catalyst types from USPTO. The task is: Predict which catalyst facilitates the given reaction. (1) Reactant: Cl[CH2:2][CH2:3][C:4]1[CH:20]=[CH:19][C:7]2[CH2:8][CH2:9][N:10](C(=O)C(F)(F)F)[CH2:11][CH2:12][C:6]=2[CH:5]=1.C(=O)([O-])[O-].[Cs+].[Cs+].[F:27][C:28]1[CH:42]=[CH:41][C:31]([CH2:32][O:33][C:34]2[CH:39]=[CH:38][NH:37][C:36](=[O:40])[CH:35]=2)=[CH:30][CH:29]=1.[OH-].[Na+]. Product: [F:27][C:28]1[CH:42]=[CH:41][C:31]([CH2:32][O:33][C:34]2[CH:39]=[CH:38][N:37]([CH2:2][CH2:3][C:4]3[CH:20]=[CH:19][C:7]4[CH2:8][CH2:9][NH:10][CH2:11][CH2:12][C:6]=4[CH:5]=3)[C:36](=[O:40])[CH:35]=2)=[CH:30][CH:29]=1. The catalyst class is: 3. (2) Reactant: C(NC(C)C)(C)C.C([Li])CCC.[CH3:13][O:14][C:15]1[CH:30]=[CH:29][C:18]([CH2:19][N:20]([CH3:28])[C:21]2[CH:26]=[CH:25][CH:24]=[C:23]([F:27])[N:22]=2)=[CH:17][CH:16]=1.[B:31](OC(C)C)([O:36]C(C)C)[O:32]C(C)C.[Cl-].[NH4+]. Product: [CH3:13][O:14][C:15]1[CH:16]=[CH:17][C:18]([CH2:19][N:20]([CH3:28])[C:21]2[N:22]=[C:23]([F:27])[C:24]([B:31]([OH:36])[OH:32])=[CH:25][CH:26]=2)=[CH:29][CH:30]=1. The catalyst class is: 1.